From a dataset of NCI-60 drug combinations with 297,098 pairs across 59 cell lines. Regression. Given two drug SMILES strings and cell line genomic features, predict the synergy score measuring deviation from expected non-interaction effect. (1) Drug 1: CNC(=O)C1=CC=CC=C1SC2=CC3=C(C=C2)C(=NN3)C=CC4=CC=CC=N4. Drug 2: CN1CCC(CC1)COC2=C(C=C3C(=C2)N=CN=C3NC4=C(C=C(C=C4)Br)F)OC. Cell line: MALME-3M. Synergy scores: CSS=9.02, Synergy_ZIP=-0.789, Synergy_Bliss=3.76, Synergy_Loewe=2.10, Synergy_HSA=2.06. (2) Drug 1: CCN(CC)CCNC(=O)C1=C(NC(=C1C)C=C2C3=C(C=CC(=C3)F)NC2=O)C. Drug 2: C1=NC2=C(N1)C(=S)N=CN2. Cell line: LOX IMVI. Synergy scores: CSS=22.1, Synergy_ZIP=3.28, Synergy_Bliss=4.74, Synergy_Loewe=-26.0, Synergy_HSA=-0.581. (3) Drug 1: CCC(=C(C1=CC=CC=C1)C2=CC=C(C=C2)OCCN(C)C)C3=CC=CC=C3.C(C(=O)O)C(CC(=O)O)(C(=O)O)O. Drug 2: CC1=C(C=C(C=C1)NC(=O)C2=CC=C(C=C2)CN3CCN(CC3)C)NC4=NC=CC(=N4)C5=CN=CC=C5. Cell line: DU-145. Synergy scores: CSS=-4.46, Synergy_ZIP=1.53, Synergy_Bliss=3.06, Synergy_Loewe=-2.64, Synergy_HSA=-1.87.